From a dataset of Full USPTO retrosynthesis dataset with 1.9M reactions from patents (1976-2016). Predict the reactants needed to synthesize the given product. (1) Given the product [CH3:34][N:33]1[C:29]([C:20]([C:22]2[N:26]([CH3:27])[C:25]([CH3:28])=[N:24][CH:23]=2)([OH:21])[C:15]2[CH:16]=[C:17]3[C:12](=[CH:13][CH:14]=2)[N:11]=[C:10]([O:36][CH3:37])[C:9]([OH:8])=[C:18]3[Cl:19])=[CH:30][N:31]=[C:32]1[CH3:35], predict the reactants needed to synthesize it. The reactants are: C([O:8][C:9]1[C:10]([O:36][CH3:37])=[N:11][C:12]2[C:17]([C:18]=1[Cl:19])=[CH:16][C:15]([C:20]([C:29]1[N:33]([CH3:34])[C:32]([CH3:35])=[N:31][CH:30]=1)([C:22]1[N:26]([CH3:27])[C:25]([CH3:28])=[N:24][CH:23]=1)[OH:21])=[CH:14][CH:13]=2)C1C=CC=CC=1. (2) Given the product [F:1][C:2]1[CH:3]=[C:4]([CH2:9][CH2:10][CH:11]2[C:20]3[C:15](=[CH:16][C:17]([O:23][CH3:24])=[C:18]([O:21][CH3:22])[CH:19]=3)[CH2:14][CH2:13][N:12]2[CH:25]([C:29]2[CH:34]=[CH:33][CH:32]=[CH:31][CH:30]=2)[C:26]([NH2:36])=[O:27])[CH:5]=[CH:6][C:7]=1[F:8], predict the reactants needed to synthesize it. The reactants are: [F:1][C:2]1[CH:3]=[C:4]([CH2:9][CH2:10][CH:11]2[C:20]3[C:15](=[CH:16][C:17]([O:23][CH3:24])=[C:18]([O:21][CH3:22])[CH:19]=3)[CH2:14][CH2:13][N:12]2[CH:25]([C:29]2[CH:34]=[CH:33][CH:32]=[CH:31][CH:30]=2)[C:26](O)=[O:27])[CH:5]=[CH:6][C:7]=1[F:8].[Br-].[NH4+:36]. (3) Given the product [O:32]([C:23]1[C:22]2[N:21]=[CH:20][N:19]([CH2:18][CH2:17][OH:16])[C:31]=2[C:30]2[CH:29]=[CH:28][CH:27]=[CH:26][C:25]=2[N:24]=1)[C:33]1[CH:34]=[CH:35][CH:36]=[CH:37][CH:38]=1, predict the reactants needed to synthesize it. The reactants are: OS(C(F)(F)F)(=O)=O.C([O:16][CH2:17][CH2:18][N:19]1[C:31]2[C:30]3[CH:29]=[CH:28][CH:27]=[CH:26][C:25]=3[N:24]=[C:23]([O:32][C:33]3[CH:38]=[CH:37][CH:36]=[CH:35][CH:34]=3)[C:22]=2[N:21]=[CH:20]1)C1C=CC=CC=1.CO.C(N(CC)CC)C. (4) Given the product [N+:13]([CH:16]=[CH:11][C:9]1[CH:8]=[CH:7][C:6]2[O:1][CH2:2][CH2:3][O:4][C:5]=2[CH:10]=1)([O-:15])=[O:14], predict the reactants needed to synthesize it. The reactants are: [O:1]1[C:6]2[CH:7]=[CH:8][C:9]([CH:11]=O)=[CH:10][C:5]=2[O:4][CH2:3][CH2:2]1.[N+:13]([CH3:16])([O-:15])=[O:14].C([O-])(=O)C.[NH4+].O. (5) Given the product [C:34]([C:33]1[CH:36]=[CH:37][C:30]([C:19]2[CH:20]=[CH:21][C:22]([O:23][CH3:24])=[C:17]([CH2:16][NH:15][CH:12]3[CH2:13][CH2:14][CH:9]([N:8]([CH3:28])[C:1](=[O:2])[O:3][C:4]([CH3:7])([CH3:6])[CH3:5])[CH2:10][CH2:11]3)[CH:18]=2)=[CH:31][CH:32]=1)#[N:35], predict the reactants needed to synthesize it. The reactants are: [C:1]([N:8]([CH3:28])[CH:9]1[CH2:14][CH2:13][CH:12]([NH:15][CH2:16][C:17]2[CH:18]=[C:19](B(O)O)[CH:20]=[CH:21][C:22]=2[O:23][CH3:24])[CH2:11][CH2:10]1)([O:3][C:4]([CH3:7])([CH3:6])[CH3:5])=[O:2].Br[C:30]1[CH:37]=[CH:36][C:33]([C:34]#[N:35])=[CH:32][CH:31]=1.